From a dataset of Full USPTO retrosynthesis dataset with 1.9M reactions from patents (1976-2016). Predict the reactants needed to synthesize the given product. (1) Given the product [N:15]([C:2]1([CH3:1])[CH2:7][CH2:6][N:5]([C:8]2[CH:13]=[C:12]([CH3:14])[N:11]=[CH:10][N:9]=2)[CH2:4][CH2:3]1)=[C:16]=[S:17], predict the reactants needed to synthesize it. The reactants are: [CH3:1][C:2]1([NH2:15])[CH2:7][CH2:6][N:5]([C:8]2[CH:13]=[C:12]([CH3:14])[N:11]=[CH:10][N:9]=2)[CH2:4][CH2:3]1.[C:16](N1C=CC=CC1=O)(N1C=CC=CC1=O)=[S:17]. (2) Given the product [N:16]1([C:9]([O:11][C:12]([CH3:13])([CH3:14])[CH3:15])=[O:10])[C:25]2[C:20](=[CH:21][CH:22]=[CH:23][CH:24]=2)[CH2:19][CH2:18][CH2:17]1, predict the reactants needed to synthesize it. The reactants are: [C:9](O[C:9]([O:11][C:12]([CH3:15])([CH3:14])[CH3:13])=[O:10])([O:11][C:12]([CH3:15])([CH3:14])[CH3:13])=[O:10].[NH:16]1[C:25]2[C:20](=[CH:21][CH:22]=[CH:23][CH:24]=2)[CH2:19][CH2:18][CH2:17]1.C(N(CC)CC)C. (3) Given the product [CH3:9][C:10]1[N:11]=[C:12]([NH:21][C:6]([CH:2]2[CH2:3][CH2:4][CH2:5][NH:1]2)=[O:8])[S:13][C:14]=1[CH2:15][CH2:16][O:17][N+:18]([O-:20])=[O:19], predict the reactants needed to synthesize it. The reactants are: [NH:1]1[CH2:5][CH2:4][CH2:3][CH:2]1[C:6]([OH:8])=O.[CH3:9][C:10]1[N:11]=[C:12]([NH2:21])[S:13][C:14]=1[CH2:15][CH2:16][O:17][N+:18]([O-:20])=[O:19]. (4) Given the product [Cl:1][C:2]1[CH:3]=[C:4]([C:9]2[N:10]3[CH2:18][CH2:17][N:16]=[C:11]3[S:12][C:13]=2[CH:14]([OH:15])[CH3:19])[CH:5]=[CH:6][C:7]=1[Cl:8], predict the reactants needed to synthesize it. The reactants are: [Cl:1][C:2]1[CH:3]=[C:4]([C:9]2[N:10]3[CH2:18][CH2:17][N:16]=[C:11]3[S:12][C:13]=2[CH:14]=[O:15])[CH:5]=[CH:6][C:7]=1[Cl:8].[CH3:19][Mg]Br.C(OCC)C.